Dataset: Forward reaction prediction with 1.9M reactions from USPTO patents (1976-2016). Task: Predict the product of the given reaction. (1) Given the reactants [CH3:1][C:2]1[CH:7]=[C:6]([C:8](=[O:10])[CH3:9])[CH:5]=[C:4]([CH3:11])[N:3]=1.CO[CH:14](OC)[N:15]([CH3:17])[CH3:16], predict the reaction product. The product is: [CH3:14][N:15]([CH3:17])[CH:16]=[CH:9][C:8]([C:6]1[CH:5]=[C:4]([CH3:11])[N:3]=[C:2]([CH3:1])[CH:7]=1)=[O:10]. (2) Given the reactants Cl.[NH2:2][CH2:3][C:4]1[CH:12]=[CH:11][CH:10]=[C:9]2[C:5]=1[C:6](=[O:22])[N:7]([CH:14]1[CH2:19][CH2:18][C:17](=[O:20])[NH:16][C:15]1=[O:21])[C:8]2=[O:13].N12CCCN=C1CCCCC2.[F:34][C:35]1[CH:36]=[C:37]([CH2:41][C:42](O)=[O:43])[CH:38]=[CH:39][CH:40]=1.Cl.CN(C)CCCN=C=NCC, predict the reaction product. The product is: [O:21]=[C:15]1[CH:14]([N:7]2[C:6](=[O:22])[C:5]3[C:9](=[CH:10][CH:11]=[CH:12][C:4]=3[CH2:3][NH:2][C:42](=[O:43])[CH2:41][C:37]3[CH:38]=[CH:39][CH:40]=[C:35]([F:34])[CH:36]=3)[C:8]2=[O:13])[CH2:19][CH2:18][C:17](=[O:20])[NH:16]1.